This data is from Forward reaction prediction with 1.9M reactions from USPTO patents (1976-2016). The task is: Predict the product of the given reaction. Given the reactants [C:1]([O:5][C:6](=[O:34])[NH:7][C:8]1[CH:13]=[CH:12][CH:11]=[CH:10][C:9]=1[NH:14][C:15](=[O:33])/[CH:16]=[CH:17]/[C:18]1[CH:22]=[CH:21][N:20]([S:23]([C:26]2[CH:31]=[CH:30][C:29](Br)=[CH:28][CH:27]=2)(=[O:25])=[O:24])[CH:19]=1)([CH3:4])([CH3:3])[CH3:2].[CH3:35][N:36]1[CH:40]=[C:39](B2OC(C)(C)C(C)(C)O2)[CH:38]=[N:37]1.C([O-])([O-])=O.[Na+].[Na+], predict the reaction product. The product is: [C:1]([O:5][C:6](=[O:34])[NH:7][C:8]1[CH:13]=[CH:12][CH:11]=[CH:10][C:9]=1[NH:14][C:15](=[O:33])/[CH:16]=[CH:17]/[C:18]1[CH:22]=[CH:21][N:20]([S:23]([C:26]2[CH:31]=[CH:30][C:29]([C:39]3[CH:38]=[N:37][N:36]([CH3:35])[CH:40]=3)=[CH:28][CH:27]=2)(=[O:25])=[O:24])[CH:19]=1)([CH3:4])([CH3:3])[CH3:2].